Task: Predict which catalyst facilitates the given reaction.. Dataset: Catalyst prediction with 721,799 reactions and 888 catalyst types from USPTO (1) Reactant: Cl[C:2]1[N:7]=[CH:6][N:5]=[C:4]([O:8][C:9]2[CH:14]=[CH:13][CH:12]=[CH:11][C:10]=2/[C:15](=[CH:20]\[O:21][CH3:22])/[C:16]([O:18][CH3:19])=[O:17])[CH:3]=1.[C:23](=[O:26])([O-])[O-].[K+].[K+].C1N2[CH2:35][CH2:36][N:31](CC2)C1. Product: [C:36]([C:35]1[CH:11]=[CH:10][CH:9]=[CH:14][C:23]=1[O:26][C:2]1[N:7]=[CH:6][N:5]=[C:4]([O:8][C:9]2[CH:14]=[CH:13][CH:12]=[CH:11][C:10]=2/[C:15](=[CH:20]\[O:21][CH3:22])/[C:16]([O:18][CH3:19])=[O:17])[CH:3]=1)#[N:31]. The catalyst class is: 3. (2) Reactant: [NH2:1][C:2]1[NH:3][C:4](=[O:20])[C:5]2[N:6]=[CH:7][N:8]([C@H]3C[C@@H](CO)[C@H](O)[C@@H]3O)[C:9]=2[N:10]=1.[CH2:21](Br)[C:22]1[CH:27]=[CH:26][CH:25]=[CH:24][CH:23]=1.Cl.[OH-].[Na+]. Product: [NH2:1][C:2]1[NH:3][C:4](=[O:20])[C:5]2[N:6]([CH2:21][C:22]3[CH:27]=[CH:26][CH:25]=[CH:24][CH:23]=3)[CH:7]=[N:8][C:9]=2[N:10]=1. The catalyst class is: 376. (3) Reactant: Br[C:2]1[S:6][C:5]([CH2:7][CH:8]([CH3:10])[CH3:9])=[N:4][CH:3]=1.C([Li])CCC.CCCCCC.C(O[B:26]1[O:30][C:29]([CH3:32])([CH3:31])[C:28]([CH3:34])([CH3:33])[O:27]1)(C)C. Product: [CH2:7]([C:5]1[S:6][C:2]([B:26]2[O:30][C:29]([CH3:32])([CH3:31])[C:28]([CH3:34])([CH3:33])[O:27]2)=[CH:3][N:4]=1)[CH:8]([CH3:10])[CH3:9]. The catalyst class is: 1. (4) Reactant: Br[CH:2]([C:18]1[CH:23]=[CH:22][CH:21]=[CH:20][CH:19]=1)[C:3]([C:5]1[C:13]2[C:8](=[CH:9][CH:10]=[CH:11][C:12]=2[CH2:14][CH2:15][CH2:16][OH:17])[NH:7][CH:6]=1)=[O:4].[CH3:24][O:25][C:26]1[CH:27]=[C:28]([CH:30]=[C:31]([O:33][CH3:34])[CH:32]=1)[NH2:29]. Product: [CH3:34][O:33][C:31]1[CH:30]=[C:28]([NH:29][CH:2]([C:18]2[CH:23]=[CH:22][CH:21]=[CH:20][CH:19]=2)[C:3]([C:5]2[C:13]3[C:8](=[CH:9][CH:10]=[CH:11][C:12]=3[CH2:14][CH2:15][CH2:16][OH:17])[NH:7][CH:6]=2)=[O:4])[CH:27]=[C:26]([O:25][CH3:24])[CH:32]=1. The catalyst class is: 10.